This data is from CYP3A4 inhibition data for predicting drug metabolism from PubChem BioAssay. The task is: Regression/Classification. Given a drug SMILES string, predict its absorption, distribution, metabolism, or excretion properties. Task type varies by dataset: regression for continuous measurements (e.g., permeability, clearance, half-life) or binary classification for categorical outcomes (e.g., BBB penetration, CYP inhibition). Dataset: cyp3a4_veith. (1) The compound is COc1ccccc1CCn1c(=O)c(-c2cn(C)c3ccccc23)nc2cncnc21. The result is 1 (inhibitor). (2) The drug is O=S(=O)(c1ccccc1)c1cnn2c(C(F)(F)F)cc(-c3ccccc3)nc12. The result is 0 (non-inhibitor). (3) The compound is CCOC(=O)CCN1C(=O)[C@H]2CC[C@@H]3/C(=N\OCc4ccccc4)C[C@@H](O)[C@@H](O)[C@@H]3[C@@H]2C1=O. The result is 0 (non-inhibitor). (4) The drug is CC(C)NC(=O)N1CCCC2(CCN(C(=O)c3cc(C(F)(F)F)cc(C(F)(F)F)c3)CC2)C1. The result is 1 (inhibitor). (5) The molecule is O=C(O)CSc1nc(C(F)(F)F)cc(=O)n1-c1ccccc1. The result is 0 (non-inhibitor). (6) The molecule is C[N+](C)(C)c1ncnc2c1ncn2[C@@H]1CCCCO1. The result is 0 (non-inhibitor).